Dataset: Reaction yield outcomes from USPTO patents with 853,638 reactions. Task: Predict the reaction yield, written as a fraction of the theoretical maximum amount of product (1.0 means a 100% yield; for example, 0.34 means a 34% yield). (1) The reactants are [NH2:1][CH:2]([C:4]1[N:5]=[C:6]2[S:21][CH:20]=[C:19]([CH3:22])[N:7]2[C:8](=[O:18])[C:9]=1[C:10]1[CH:15]=[C:14]([F:16])[CH:13]=[C:12]([F:17])[CH:11]=1)[CH3:3].Br[C:24]1[N:32]=[CH:31][N:30]=[C:29]2[C:25]=1[N:26]=[CH:27][NH:28]2.C(N(CC)C(C)C)(C)C. The catalyst is C(O)C. The product is [F:17][C:12]1[CH:11]=[C:10]([C:9]2[C:8](=[O:18])[N:7]3[C:19]([CH3:22])=[CH:20][S:21][C:6]3=[N:5][C:4]=2[CH:2]([NH:1][C:24]2[N:32]=[CH:31][N:30]=[C:29]3[C:25]=2[N:26]=[CH:27][NH:28]3)[CH3:3])[CH:15]=[C:14]([F:16])[CH:13]=1. The yield is 0.510. (2) The reactants are Br[C:2]1[CH:7]=[CH:6][C:5]([CH2:8][C:9]([NH:11][C:12]2[CH:17]=[CH:16][C:15]([O:18][C:19]3[CH:24]=[CH:23][C:22]([C:25]([F:28])([F:27])[F:26])=[CH:21][CH:20]=3)=[CH:14][C:13]=2[OH:29])=[O:10])=[CH:4][CH:3]=1.[CH3:30][O:31][C:32]1[CH:33]=[C:34](B(O)O)[CH:35]=[CH:36][CH:37]=1.C([O-])([O-])=O.[Na+].[Na+]. The catalyst is COCCOC.C1C=CC([P]([Pd]([P](C2C=CC=CC=2)(C2C=CC=CC=2)C2C=CC=CC=2)([P](C2C=CC=CC=2)(C2C=CC=CC=2)C2C=CC=CC=2)[P](C2C=CC=CC=2)(C2C=CC=CC=2)C2C=CC=CC=2)(C2C=CC=CC=2)C2C=CC=CC=2)=CC=1. The product is [OH:29][C:13]1[CH:14]=[C:15]([O:18][C:19]2[CH:24]=[CH:23][C:22]([C:25]([F:28])([F:27])[F:26])=[CH:21][CH:20]=2)[CH:16]=[CH:17][C:12]=1[NH:11][C:9](=[O:10])[CH2:8][C:5]1[CH:6]=[CH:7][C:2]([C:36]2[CH:35]=[CH:34][CH:33]=[C:32]([O:31][CH3:30])[CH:37]=2)=[CH:3][CH:4]=1. The yield is 0.500.